From a dataset of Catalyst prediction with 721,799 reactions and 888 catalyst types from USPTO. Predict which catalyst facilitates the given reaction. (1) Reactant: [N+:1]([C:4]1[CH:5]=[N:6][CH:7]=[CH:8][C:9]=1[NH:10][C:11]1[CH:16]=[CH:15][CH:14]=[CH:13][CH:12]=1)([O-])=O. Product: [C:11]1([NH:10][C:9]2[CH:8]=[CH:7][N:6]=[CH:5][C:4]=2[NH2:1])[CH:12]=[CH:13][CH:14]=[CH:15][CH:16]=1. The catalyst class is: 19. (2) Reactant: Br[C:2]1[CH:7]=[CH:6][CH:5]=[C:4]([Br:8])[N:3]=1.[Li]CCCC.CN([CH:17]=[O:18])C. Product: [Br:8][C:4]1[CH:5]=[CH:6][CH:7]=[C:2]([CH:17]=[O:18])[N:3]=1. The catalyst class is: 1. (3) Reactant: [C:1]1([CH2:17][O:18][CH2:19][CH2:20][CH2:21][CH2:22][CH2:23][CH2:24][N:25]2C(=O)C3C(=CC=CC=3)C2=O)[C:14]2[C:15]3=[C:16]4[C:11](=[CH:12][CH:13]=2)[CH:10]=[CH:9][CH:8]=[C:7]4[CH:6]=[CH:5][C:4]3=[CH:3][CH:2]=1.O.NN.[OH-].[Na+]. Product: [C:1]1([CH2:17][O:18][CH2:19][CH2:20][CH2:21][CH2:22][CH2:23][CH2:24][NH2:25])[C:14]2[C:15]3=[C:16]4[C:11](=[CH:12][CH:13]=2)[CH:10]=[CH:9][CH:8]=[C:7]4[CH:6]=[CH:5][C:4]3=[CH:3][CH:2]=1. The catalyst class is: 1. (4) Reactant: Br[C:2]1[CH:11]=[C:10]2[C:5]([CH:6]=[C:7]([NH:12][C:13]([CH:15]3[CH2:17][CH2:16]3)=[O:14])[N:8]=[CH:9]2)=[CH:4][CH:3]=1.[NH:18]1[CH2:22][CH2:21][CH:20]([OH:23])[CH2:19]1.C1(C2C=CC=CC=2)C=CC=CC=1P(C(C)(C)C)C(C)(C)C.CC(C)([O-])C.[Na+]. The catalyst class is: 102. Product: [OH:23][CH:20]1[CH2:21][CH2:22][N:18]([C:2]2[CH:11]=[C:10]3[C:5]([CH:6]=[C:7]([NH:12][C:13]([CH:15]4[CH2:17][CH2:16]4)=[O:14])[N:8]=[CH:9]3)=[CH:4][CH:3]=2)[CH2:19]1. (5) Reactant: [H-].[Na+].C1COCC1.[O:8]=[C:9]1[CH:15]([NH:16][C:17](=[O:23])[O:18][C:19]([CH3:22])([CH3:21])[CH3:20])[CH2:14][S:13][CH2:12][CH2:11][NH:10]1.[F:24][C:25]1[CH:26]=[C:27]([CH:30]=[CH:31][C:32]=1[F:33])[CH2:28]Br. Product: [C:19]([O:18][C:17](=[O:23])[NH:16][CH:15]1[CH2:14][S:13][CH2:12][CH2:11][N:10]([CH2:28][C:27]2[CH:30]=[CH:31][C:32]([F:33])=[C:25]([F:24])[CH:26]=2)[C:9]1=[O:8])([CH3:20])([CH3:22])[CH3:21]. The catalyst class is: 238.